From a dataset of Forward reaction prediction with 1.9M reactions from USPTO patents (1976-2016). Predict the product of the given reaction. (1) Given the reactants [Cl:1][C:2]1[CH:7]=[C:6](N2C3N=C(N4CCOCC4)N=C(C4C=NC(N(CC5C=CC(OC)=CC=5)CC5C=CC(OC)=CC=5)=NC=4)C=3CC2)[CH:5]=[CH:4][N:3]=1.[CH3:48][O:49][C:50]1[CH:106]=[CH:105][C:53]([CH2:54][N:55]([CH2:96][C:97]2[CH:102]=[CH:101][C:100]([O:103][CH3:104])=[CH:99][CH:98]=2)[C:56]2[N:61]=[CH:60][C:59]([C:62]3[C:63]4[CH2:76][CH2:75][N:74](C5C=CN=C([N:83]6[CH2:88][CH2:87][CH:86]([O:89][CH:90]7[CH2:95][CH2:94][CH2:93][CH2:92][O:91]7)[CH2:85][CH2:84]6)C=5)[C:64]=4[N:65]=[C:66]([N:68]4[CH2:73][CH2:72][O:71][CH2:70][CH2:69]4)[N:67]=3)=[CH:58][N:57]=2)=[CH:52][CH:51]=1, predict the reaction product. The product is: [Cl:1][C:2]1[N:3]=[CH:4][C:5]([N:74]2[C:64]3[N:65]=[C:66]([N:68]4[CH2:69][CH2:70][O:71][CH2:72][CH2:73]4)[N:67]=[C:62]([C:59]4[CH:58]=[N:57][C:56]([N:55]([CH2:54][C:53]5[CH:105]=[CH:106][C:50]([O:49][CH3:48])=[CH:51][CH:52]=5)[CH2:96][C:97]5[CH:102]=[CH:101][C:100]([O:103][CH3:104])=[CH:99][CH:98]=5)=[N:61][CH:60]=4)[C:63]=3[CH2:76][CH2:75]2)=[CH:6][CH:7]=1.[O:91]1[CH2:92][CH2:93][CH2:94][CH2:95][CH:90]1[O:89][CH:86]1[CH2:87][CH2:88][NH:83][CH2:84][CH2:85]1. (2) The product is: [F:1][C:2]1[CH:3]=[C:4]([CH2:8][CH2:9][NH:10][C:11]([CH:13]2[CH2:22][CH2:21][CH2:20][CH2:19][C:14]2=[O:15])=[O:12])[CH:5]=[CH:6][CH:7]=1. Given the reactants [F:1][C:2]1[CH:3]=[C:4]([CH2:8][CH2:9][NH:10][C:11]([CH:13]2[CH2:22][CH2:21][CH2:20][CH2:19][C:14]32OCC[O:15]3)=[O:12])[CH:5]=[CH:6][CH:7]=1.C1(C)C=CC(S(O)(=O)=O)=CC=1, predict the reaction product. (3) Given the reactants C(OC(=O)[NH:7][CH:8]1[CH2:12][CH2:11][N:10]([C:13]2[CH:22]=[C:21]3[C:16]([C:17](=[O:35])[N:18]([O:27]CC4C=CC=CC=4)[C:19](=[O:26])[N:20]3[CH:23]3[CH2:25][CH2:24]3)=[CH:15][C:14]=2[F:36])[CH2:9]1)(C)(C)C.FC(F)(F)C([O-])=O.FC(F)(F)C([O-])=O.FC(F)(F)C([O-])=O.[B+3], predict the reaction product. The product is: [NH2:7][CH:8]1[CH2:12][CH2:11][N:10]([C:13]2[CH:22]=[C:21]3[C:16]([C:17](=[O:35])[N:18]([OH:27])[C:19](=[O:26])[N:20]3[CH:23]3[CH2:24][CH2:25]3)=[CH:15][C:14]=2[F:36])[CH2:9]1.